This data is from Full USPTO retrosynthesis dataset with 1.9M reactions from patents (1976-2016). The task is: Predict the reactants needed to synthesize the given product. (1) Given the product [CH3:17][O:16][N:15]([CH3:14])[C:3](=[O:5])[CH2:2][NH:1][C:6](=[O:7])[O:8][C:9]([CH3:12])([CH3:11])[CH3:10], predict the reactants needed to synthesize it. The reactants are: [NH:1]([C:6]([O:8][C:9]([CH3:12])([CH3:11])[CH3:10])=[O:7])[CH2:2][C:3]([OH:5])=O.Cl.[CH3:14][NH:15][O:16][CH3:17].C(N(CC)CC)C.CCN=C=NCCCN(C)C.Cl. (2) Given the product [Si:39]([O:42][CH2:43][CH2:44][N:1]1[C:5]2[CH:6]=[CH:7][CH:8]=[CH:9][C:4]=2[N:3]=[C:2]1[CH2:10][O:11][N:12]=[C:13]1[CH2:18][CH2:17][N:16]([S:19]([C:22]2[CH:27]=[CH:26][C:25]([O:28][C:29]([F:30])([F:31])[F:32])=[CH:24][CH:23]=2)(=[O:20])=[O:21])[CH2:15][CH2:14]1)([C:35]([CH3:38])([CH3:37])[CH3:36])([CH3:41])[CH3:40], predict the reactants needed to synthesize it. The reactants are: [NH:1]1[C:5]2[CH:6]=[CH:7][CH:8]=[CH:9][C:4]=2[N:3]=[C:2]1[CH2:10][O:11][N:12]=[C:13]1[CH2:18][CH2:17][N:16]([S:19]([C:22]2[CH:27]=[CH:26][C:25]([O:28][C:29]([F:32])([F:31])[F:30])=[CH:24][CH:23]=2)(=[O:21])=[O:20])[CH2:15][CH2:14]1.[H-].[Na+].[C:35]([Si:39]([O:42][CH2:43][CH2:44]Br)([CH3:41])[CH3:40])([CH3:38])([CH3:37])[CH3:36]. (3) Given the product [Br:1][C:2]1[CH:3]=[C:4]2[C:9](=[CH:10][CH:11]=1)[N:8]=[C:7]([O:12][CH3:13])[CH:6]=[C:5]2[C:14]1[CH:15]=[C:16]([OH:20])[CH:17]=[CH:18][CH:19]=1, predict the reactants needed to synthesize it. The reactants are: [Br:1][C:2]1[CH:3]=[C:4]2[C:9](=[CH:10][CH:11]=1)[N:8]=[C:7]([O:12][CH3:13])[CH:6]=[C:5]2[C:14]1[CH:19]=[CH:18][CH:17]=[C:16]([O:20]C)[CH:15]=1.B(Br)(Br)Br.O. (4) Given the product [Br:13][C:14]1[CH:15]=[C:16]([C:20]([CH3:24])([CH:28]([C:27]2[CH:30]=[C:31]([F:34])[CH:32]=[CH:33][C:26]=2[F:25])[OH:29])[C:21]([OH:23])=[O:22])[CH:17]=[N:18][CH:19]=1, predict the reactants needed to synthesize it. The reactants are: C(NC(C)C)(C)C.[Li]CCCC.[Br:13][C:14]1[CH:15]=[C:16]([CH:20]([CH3:24])[C:21]([OH:23])=[O:22])[CH:17]=[N:18][CH:19]=1.[F:25][C:26]1[CH:33]=[CH:32][C:31]([F:34])=[CH:30][C:27]=1[CH:28]=[O:29]. (5) Given the product [CH2:11]([O:10][C:7]1[C@H:8]([CH2:28][CH2:27][CH2:26][CH2:25][CH2:24][CH:23]=[CH2:22])[N:9]=[C:4]([O:3][CH2:1][CH3:2])[C@@H:5]([CH:13]([CH3:15])[CH3:14])[N:6]=1)[CH3:12], predict the reactants needed to synthesize it. The reactants are: [CH2:1]([O:3][C:4]1[C@@H:5]([CH:13]([CH3:15])[CH3:14])[N:6]=[C:7]([O:10][CH2:11][CH3:12])[CH2:8][N:9]=1)[CH3:2].[Li]CCCC.Br[CH2:22][CH2:23][CH2:24][CH2:25][CH2:26][CH:27]=[CH2:28].O. (6) Given the product [CH2:38]([O:37][C:35]1[N:34]=[C:33]2[C:29]([N:30]=[C:31]([O:62][CH3:63])[N:32]2[CH2:42][CH2:43][CH2:44][CH2:45][CH:46]2[CH2:51][CH2:50][CH2:49][NH:48][CH2:47]2)=[C:28]([NH2:27])[N:36]=1)[CH2:39][CH2:40][CH3:41], predict the reactants needed to synthesize it. The reactants are: C(OC1N=C2C(N=C(OC)N2CCCC2CCCCN2)=C(N)N=1)CCC.[NH2:27][C:28]1[N:36]=[C:35]([O:37][CH2:38][CH2:39][CH2:40][CH3:41])[N:34]=[C:33]2[C:29]=1[N:30]=[C:31]([O:62][CH3:63])[N:32]2[CH2:42][CH2:43][CH2:44][CH2:45][CH:46]1[CH2:51][CH2:50][CH2:49][N:48](C(OCC2C=CC=CC=2)=O)[CH2:47]1. (7) Given the product [Cl:1][C:2]1[N:7]=[CH:6][C:5]([CH2:8][C:9]([O:13][CH2:11][CH3:12])=[O:15])=[CH:4][CH:3]=1, predict the reactants needed to synthesize it. The reactants are: [Cl:1][C:2]1[N:7]=[CH:6][C:5]([CH2:8][C:9]#N)=[CH:4][CH:3]=1.[CH2:11]([OH:13])[CH3:12].S(=O)(=O)(O)[OH:15].C(=O)(O)[O-].[Na+]. (8) Given the product [Br:1][C:2]1[N:7]=[C:6]([C:8]2([CH3:11])[NH:12][C:13](=[O:16])[CH2:14][O:10][CH2:9]2)[CH:5]=[CH:4][CH:3]=1, predict the reactants needed to synthesize it. The reactants are: [Br:1][C:2]1[N:7]=[C:6]([C:8]([NH:12][C:13](=[O:16])[CH2:14]Cl)([CH3:11])[CH2:9][OH:10])[CH:5]=[CH:4][CH:3]=1.CC([O-])(C)C.[K+]. (9) Given the product [F:9][C:10]1[CH:26]=[CH:25][C:13]([CH2:14][N:15]2[C:23]3[C:18](=[N:19][CH:20]=[CH:21][CH:22]=3)[C:17]([C:30]([NH:1][C:2]3([CH2:7][OH:8])[CH2:6][CH2:5][CH2:4][CH2:3]3)=[O:48])=[CH:16]2)=[CH:12][CH:11]=1, predict the reactants needed to synthesize it. The reactants are: [NH2:1][C:2]1([CH2:7][OH:8])[CH2:6][CH2:5][CH2:4][CH2:3]1.[F:9][C:10]1[CH:26]=[CH:25][C:13]([CH2:14][N:15]2[C:23]3[C:18](=[N:19][CH:20]=[CH:21][CH:22]=3)[C:17](I)=[CH:16]2)=[CH:12][CH:11]=1.CC1(C)C2C(=C(P(C3C=CC=CC=3)C3C=CC=CC=3)C=CC=2)[O:48][C:30]2C(P(C3C=CC=CC=3)C3C=CC=CC=3)=CC=CC1=2. (10) Given the product [NH2:1][C:4]1[CH:21]=[CH:20][C:19]2[C:18]3[C:13](=[CH:14][CH:15]=[CH:16][CH:17]=3)[C:12]3[C:7](=[CH:8][CH:9]=[CH:10][CH:11]=3)[C:6]=2[CH:5]=1, predict the reactants needed to synthesize it. The reactants are: [N+:1]([C:4]1[CH:21]=[CH:20][C:19]2[C:18]3[C:13](=[CH:14][CH:15]=[CH:16][CH:17]=3)[C:12]3[C:7](=[CH:8][CH:9]=[CH:10][CH:11]=3)[C:6]=2[CH:5]=1)([O-])=O.NN.